This data is from NCI-60 drug combinations with 297,098 pairs across 59 cell lines. The task is: Regression. Given two drug SMILES strings and cell line genomic features, predict the synergy score measuring deviation from expected non-interaction effect. (1) Drug 2: CCCCC(=O)OCC(=O)C1(CC(C2=C(C1)C(=C3C(=C2O)C(=O)C4=C(C3=O)C=CC=C4OC)O)OC5CC(C(C(O5)C)O)NC(=O)C(F)(F)F)O. Synergy scores: CSS=39.9, Synergy_ZIP=1.76, Synergy_Bliss=2.45, Synergy_Loewe=-17.9, Synergy_HSA=2.27. Drug 1: C1CC(C1)(C(=O)O)C(=O)O.[NH2-].[NH2-].[Pt+2]. Cell line: RXF 393. (2) Drug 2: CN(CCCl)CCCl.Cl. Cell line: HCT-15. Synergy scores: CSS=28.4, Synergy_ZIP=-0.438, Synergy_Bliss=5.60, Synergy_Loewe=-0.251, Synergy_HSA=2.85. Drug 1: CC1C(C(CC(O1)OC2CC(CC3=C2C(=C4C(=C3O)C(=O)C5=C(C4=O)C(=CC=C5)OC)O)(C(=O)C)O)N)O.Cl. (3) Drug 1: CCC1=C2CN3C(=CC4=C(C3=O)COC(=O)C4(CC)O)C2=NC5=C1C=C(C=C5)O. Drug 2: C1=CC=C(C=C1)NC(=O)CCCCCCC(=O)NO. Cell line: RXF 393. Synergy scores: CSS=23.0, Synergy_ZIP=-7.08, Synergy_Bliss=0.353, Synergy_Loewe=-10.0, Synergy_HSA=3.67. (4) Drug 1: C1C(C(OC1N2C=NC3=C(N=C(N=C32)Cl)N)CO)O. Drug 2: C1CN1C2=NC(=NC(=N2)N3CC3)N4CC4. Cell line: A549. Synergy scores: CSS=52.6, Synergy_ZIP=-0.591, Synergy_Bliss=-1.57, Synergy_Loewe=0.392, Synergy_HSA=1.32. (5) Drug 1: CCC1(CC2CC(C3=C(CCN(C2)C1)C4=CC=CC=C4N3)(C5=C(C=C6C(=C5)C78CCN9C7C(C=CC9)(C(C(C8N6C=O)(C(=O)OC)O)OC(=O)C)CC)OC)C(=O)OC)O.OS(=O)(=O)O. Drug 2: CC1CCC2CC(C(=CC=CC=CC(CC(C(=O)C(C(C(=CC(C(=O)CC(OC(=O)C3CCCCN3C(=O)C(=O)C1(O2)O)C(C)CC4CCC(C(C4)OC)OCCO)C)C)O)OC)C)C)C)OC. Cell line: MOLT-4. Synergy scores: CSS=52.5, Synergy_ZIP=-2.10, Synergy_Bliss=-0.311, Synergy_Loewe=-15.0, Synergy_HSA=0.589. (6) Cell line: PC-3. Drug 2: C1CN(CCN1C(=O)CCBr)C(=O)CCBr. Synergy scores: CSS=20.8, Synergy_ZIP=-4.44, Synergy_Bliss=-2.07, Synergy_Loewe=-10.7, Synergy_HSA=-1.36. Drug 1: C1=NC2=C(N1)C(=S)N=C(N2)N. (7) Drug 1: C1CCN(CC1)CCOC2=CC=C(C=C2)C(=O)C3=C(SC4=C3C=CC(=C4)O)C5=CC=C(C=C5)O. Drug 2: C(CCl)NC(=O)N(CCCl)N=O. Cell line: U251. Synergy scores: CSS=1.10, Synergy_ZIP=-0.0582, Synergy_Bliss=-0.0894, Synergy_Loewe=-0.721, Synergy_HSA=-0.613. (8) Drug 1: C1=CN(C(=O)N=C1N)C2C(C(C(O2)CO)O)O.Cl. Drug 2: COCCOC1=C(C=C2C(=C1)C(=NC=N2)NC3=CC=CC(=C3)C#C)OCCOC.Cl. Cell line: SF-539. Synergy scores: CSS=21.8, Synergy_ZIP=0.0817, Synergy_Bliss=3.90, Synergy_Loewe=-3.71, Synergy_HSA=4.46. (9) Drug 1: CC(C)(C#N)C1=CC(=CC(=C1)CN2C=NC=N2)C(C)(C)C#N. Drug 2: COC1=NC(=NC2=C1N=CN2C3C(C(C(O3)CO)O)O)N. Cell line: OVCAR-4. Synergy scores: CSS=0.371, Synergy_ZIP=-0.664, Synergy_Bliss=-1.36, Synergy_Loewe=-2.18, Synergy_HSA=-1.54. (10) Drug 1: CC1=C2C(C(=O)C3(C(CC4C(C3C(C(C2(C)C)(CC1OC(=O)C(C(C5=CC=CC=C5)NC(=O)C6=CC=CC=C6)O)O)OC(=O)C7=CC=CC=C7)(CO4)OC(=O)C)O)C)OC(=O)C. Drug 2: CC12CCC3C(C1CCC2OP(=O)(O)O)CCC4=C3C=CC(=C4)OC(=O)N(CCCl)CCCl.[Na+]. Cell line: HOP-92. Synergy scores: CSS=29.4, Synergy_ZIP=9.31, Synergy_Bliss=13.6, Synergy_Loewe=-68.0, Synergy_HSA=10.9.